From a dataset of Reaction yield outcomes from USPTO patents with 853,638 reactions. Predict the reaction yield, written as a fraction of the theoretical maximum amount of product (1.0 means a 100% yield; for example, 0.34 means a 34% yield). The reactants are Br[CH2:2][C:3]1[C:8]([CH3:9])=[N:7][C:6]([CH3:10])=[C:5]([CH3:11])[N:4]=1.[C:12]([O:23][CH3:24])(=[O:22])[C:13]1[CH:21]=[CH:20][C:18]([OH:19])=[C:15]([O:16][CH3:17])[CH:14]=1.C(=O)([O-])[O-].[K+].[K+].CN(C=O)C. The catalyst is O. The product is [CH3:24][O:23][C:12](=[O:22])[C:13]1[CH:21]=[CH:20][C:18]([O:19][CH2:2][C:3]2[C:8]([CH3:9])=[N:7][C:6]([CH3:10])=[C:5]([CH3:11])[N:4]=2)=[C:15]([O:16][CH3:17])[CH:14]=1. The yield is 0.693.